Dataset: Reaction yield outcomes from USPTO patents with 853,638 reactions. Task: Predict the reaction yield, written as a fraction of the theoretical maximum amount of product (1.0 means a 100% yield; for example, 0.34 means a 34% yield). (1) The reactants are [N:1]([CH2:4][C:5]([NH:7][CH2:8][C:9]1[CH:17]=[CH:16][CH:15]=[C:14]2[C:10]=1[C:11](=[O:27])[N:12]([CH:19]1[CH2:24][CH2:23][C:22](=[O:25])[NH:21][C:20]1=[O:26])[C:13]2=[O:18])=[O:6])=[N+]=[N-].[H][H].[ClH:30]. The catalyst is CO.[Pd]. The product is [ClH:30].[NH2:1][CH2:4][C:5]([NH:7][CH2:8][C:9]1[CH:17]=[CH:16][CH:15]=[C:14]2[C:10]=1[C:11](=[O:27])[N:12]([CH:19]1[CH2:24][CH2:23][C:22](=[O:25])[NH:21][C:20]1=[O:26])[C:13]2=[O:18])=[O:6]. The yield is 0.840. (2) The reactants are [CH3:1][O:2][C:3]1[CH:8]=[CH:7][C:6]([C:9]2[CH:14]=[CH:13][CH:12]=[C:11]([OH:15])[CH:10]=2)=[CH:5][CH:4]=1.F[C:17]1[CH:24]=[CH:23][C:20]([CH:21]=[O:22])=[CH:19][CH:18]=1.C(=O)([O-])[O-].[Cs+].[Cs+]. The catalyst is CN(C=O)C. The product is [CH3:1][O:2][C:3]1[CH:4]=[CH:5][C:6]([C:9]2[CH:14]=[CH:13][CH:12]=[C:11]([O:15][C:17]3[CH:24]=[CH:23][C:20]([CH:21]=[O:22])=[CH:19][CH:18]=3)[CH:10]=2)=[CH:7][CH:8]=1. The yield is 0.670.